Dataset: Full USPTO retrosynthesis dataset with 1.9M reactions from patents (1976-2016). Task: Predict the reactants needed to synthesize the given product. (1) Given the product [CH2:1]([O:8][C:9]1[C:10]([C:30]([NH:32][CH2:33][C:34]([O:36][CH2:37][CH3:38])=[O:35])=[O:31])=[N:11][C:12]([CH2:16][CH:17]2[CH2:22][CH2:21][N:20]([C:23]3[N:28]=[CH:27][C:26]([C:43]4[CH:44]=[CH:45][C:40]([CH3:39])=[CH:41][CH:42]=4)=[CH:25][N:24]=3)[CH2:19][CH2:18]2)=[N:13][C:14]=1[CH3:15])[C:2]1[CH:7]=[CH:6][CH:5]=[CH:4][CH:3]=1, predict the reactants needed to synthesize it. The reactants are: [CH2:1]([O:8][C:9]1[C:10]([C:30]([NH:32][CH2:33][C:34]([O:36][CH2:37][CH3:38])=[O:35])=[O:31])=[N:11][C:12]([CH2:16][CH:17]2[CH2:22][CH2:21][N:20]([C:23]3[N:28]=[CH:27][C:26](Br)=[CH:25][N:24]=3)[CH2:19][CH2:18]2)=[N:13][C:14]=1[CH3:15])[C:2]1[CH:7]=[CH:6][CH:5]=[CH:4][CH:3]=1.[CH3:39][C:40]1[CH:45]=[CH:44][C:43](B(O)O)=[CH:42][CH:41]=1.O.P([O-])([O-])([O-])=O.[K+].[K+].[K+]. (2) Given the product [Cl:35][CH:2]([Cl:1])[C:3]([N:5]([CH2:25][CH2:26][P:27](=[O:28])([OH:34])[OH:31])[C:6]1[CH:11]=[CH:10][CH:9]=[C:8]([C:12]2[O:16][N:15]=[C:14]([C:17]3[C:18]([Cl:24])=[CH:19][CH:20]=[CH:21][C:22]=3[Cl:23])[CH:13]=2)[CH:7]=1)=[O:4], predict the reactants needed to synthesize it. The reactants are: [Cl:1][CH:2]([Cl:35])[C:3]([N:5]([CH2:25][CH2:26][P:27](=[O:34])([O:31]CC)[O:28]CC)[C:6]1[CH:11]=[CH:10][CH:9]=[C:8]([C:12]2[O:16][N:15]=[C:14]([C:17]3[C:22]([Cl:23])=[CH:21][CH:20]=[CH:19][C:18]=3[Cl:24])[CH:13]=2)[CH:7]=1)=[O:4].Br[Si](C)(C)C. (3) Given the product [CH2:4]1[C:5]2[C:10](=[CH:9][CH:8]=[CH:7][CH:6]=2)[CH2:2][CH:3]1[CH2:11][C:12]([OH:14])=[O:13], predict the reactants needed to synthesize it. The reactants are: O=[C:2]1[C:10]2[C:5](=[CH:6][CH:7]=[CH:8][CH:9]=2)[CH2:4]/[C:3]/1=[CH:11]\[C:12]([OH:14])=[O:13]. (4) Given the product [N:1]1[S:2][N:3]=[C:4]2[C:9]([CH:10]3[C:20]([C:21]([O:23][CH2:24][CH3:25])=[O:22])=[C:19]([CH2:26][CH2:27][CH3:28])[NH:12][C:13]4=[N:14][NH:15][CH:16]=[C:17]34)=[CH:8][CH:7]=[CH:6][C:5]=12, predict the reactants needed to synthesize it. The reactants are: [N:1]1[S:2][N:3]=[C:4]2[C:9]([CH:10]=O)=[CH:8][CH:7]=[CH:6][C:5]=12.[NH2:12][C:13]1[CH:17]=[CH:16][NH:15][N:14]=1.O=[C:19]([CH2:26][CH2:27][CH3:28])[CH2:20][C:21]([O:23][CH2:24][CH3:25])=[O:22]. (5) Given the product [NH2:33][C:30]1[CH:29]=[CH:28][C:27]([O:26][C:22]2[CH:21]=[C:20]([C:4]3[CH:5]=[C:6]4[C:11](=[C:2]([NH2:1])[N:3]=3)[CH:10]=[N:9][C:8]3[CH:12]=[C:13]([O:18][CH3:19])[C:14]([O:16][CH3:17])=[CH:15][C:7]4=3)[CH:25]=[N:24][CH:23]=2)=[N:32][CH:31]=1, predict the reactants needed to synthesize it. The reactants are: [NH2:1][C:2]1[N:3]=[C:4]([C:20]2[CH:21]=[C:22]([O:26][C:27]3[N:32]=[CH:31][C:30]([NH:33]C(=O)OC(C)(C)C)=[CH:29][CH:28]=3)[CH:23]=[N:24][CH:25]=2)[CH:5]=[C:6]2[C:11]=1[CH:10]=[N:9][C:8]1[CH:12]=[C:13]([O:18][CH3:19])[C:14]([O:16][CH3:17])=[CH:15][C:7]2=1. (6) Given the product [Cl:26][C:22]1[CH:21]=[C:20]([C:27]2[C:28]([CH3:33])=[N:29][O:30][C:31]=2[CH3:32])[C:19]([Cl:34])=[C:18]2[C:23]=1[CH2:24][CH2:25][N:16]([CH2:15][C:14]1[C:9](=[O:8])[NH:10][C:11]([CH3:37])=[CH:12][C:13]=1[CH3:36])[C:17]2=[O:35], predict the reactants needed to synthesize it. The reactants are: C([O:8][C:9]1[C:14]([CH2:15][N:16]2[CH2:25][CH2:24][C:23]3[C:18](=[C:19]([Cl:34])[C:20]([C:27]4[C:28]([CH3:33])=[N:29][O:30][C:31]=4[CH3:32])=[CH:21][C:22]=3[Cl:26])[C:17]2=[O:35])=[C:13]([CH3:36])[CH:12]=[C:11]([CH3:37])[N:10]=1)C1C=CC=CC=1.